Dataset: Reaction yield outcomes from USPTO patents with 853,638 reactions. Task: Predict the reaction yield, written as a fraction of the theoretical maximum amount of product (1.0 means a 100% yield; for example, 0.34 means a 34% yield). (1) The reactants are [N:1]#[C:2][C@@H:3]([C:5]([O:7][CH2:8][CH3:9])=[O:6])[NH2:4].C(OC(OCC)OCC)C.[CH3:20]N.C[C:23]#[N:24]. The catalyst is Cl.C(OCC)(=O)C. The product is [NH2:1][C:2]1[N:24]([CH3:23])[CH:20]=[N:4][C:3]=1[C:5]([O:7][CH2:8][CH3:9])=[O:6]. The yield is 0.370. (2) The reactants are CON(C)[C:4]([C:6]1[CH:7]=[C:8]2[C:13](=[CH:14][CH:15]=1)[N:12]=[CH:11][CH:10]=[CH:9]2)=[O:5].[CH2:17]1COCC1.C[Mg]Br.Cl. No catalyst specified. The product is [N:12]1[C:13]2[C:8](=[CH:7][C:6]([C:4](=[O:5])[CH3:17])=[CH:15][CH:14]=2)[CH:9]=[CH:10][CH:11]=1. The yield is 0.866. (3) The reactants are Cl.CCOCC.[Cl:7][C:8]1[CH:13]=[CH:12][C:11]([C:14]2[CH:19]=[CH:18][N:17]([C:20]3[CH:28]=[C:27]4[C:23]([C:24]5[CH2:33][CH2:32][N:31]([CH3:34])[CH2:30][C:25]=5[N:26]4[CH3:29])=[CH:22][CH:21]=3)[C:16](=[O:35])[CH:15]=2)=[C:10]([O:36][CH3:37])[CH:9]=1. The catalyst is C(Cl)Cl. The product is [ClH:7].[Cl:7][C:8]1[CH:13]=[CH:12][C:11]([C:14]2[CH:19]=[CH:18][N:17]([C:20]3[CH:28]=[C:27]4[C:23]([C:24]5[CH2:33][CH2:32][N:31]([CH3:34])[CH2:30][C:25]=5[N:26]4[CH3:29])=[CH:22][CH:21]=3)[C:16](=[O:35])[CH:15]=2)=[C:10]([O:36][CH3:37])[CH:9]=1. The yield is 0.680. (4) The reactants are [I-].C[N+](C)(C)[CH2:4][C:5]1[CH:10]=[C:9]([CH3:11])[C:8]([OH:12])=[C:7]([O:13][CH3:14])[CH:6]=1.[P:17]([O:22]C)([O:20][CH3:21])[O:18][CH3:19]. The catalyst is C1(C)C(C)=CC=CC=1. The product is [OH:12][C:8]1[C:9]([CH3:11])=[CH:10][C:5]([CH2:4][P:17](=[O:22])([O:20][CH3:21])[O:18][CH3:19])=[CH:6][C:7]=1[O:13][CH3:14]. The yield is 0.830. (5) The reactants are [C:1]([C:3]1[CH:4]=[C:5]([CH:13]([CH2:17][CH:18]2[CH2:22][CH2:21][CH2:20][CH2:19]2)[C:14]([OH:16])=O)[CH:6]=[CH:7][C:8]=1[S:9]([CH3:12])(=[O:11])=[O:10])#[N:2].C(Cl)(=O)C(Cl)=O.[NH2:29][C:30]1[CH:35]=[CH:34][N:33]=[C:32]([CH3:36])[N:31]=1.C(N(CC)CC)C. The catalyst is C(Cl)Cl.CN(C)C=O. The product is [C:1]([C:3]1[CH:4]=[C:5]([CH:13]([CH2:17][CH:18]2[CH2:22][CH2:21][CH2:20][CH2:19]2)[C:14]([NH:29][C:30]2[CH:35]=[CH:34][N:33]=[C:32]([CH3:36])[N:31]=2)=[O:16])[CH:6]=[CH:7][C:8]=1[S:9]([CH3:12])(=[O:11])=[O:10])#[N:2]. The yield is 0.0600. (6) The reactants are [CH3:1][O:2][C:3](=[O:36])[NH:4][CH:5]([C:9]([N:11]1[CH2:15][CH2:14][CH2:13][CH:12]1[C:16]1[NH:17][C:18]([C:21]2[CH:26]=[CH:25][C:24](B3OC(C)(C)C(C)(C)O3)=[CH:23][CH:22]=2)=[CH:19][N:20]=1)=[O:10])[CH:6]([CH3:8])[CH3:7].[Br:37][C:38]1[CH:43]=[CH:42][C:41](Br)=[CH:40][CH:39]=1.C([O-])([O-])=O.[K+].[K+].N#N. The catalyst is C(COC)OC.C1C=CC([P]([Pd]([P](C2C=CC=CC=2)(C2C=CC=CC=2)C2C=CC=CC=2)([P](C2C=CC=CC=2)(C2C=CC=CC=2)C2C=CC=CC=2)[P](C2C=CC=CC=2)(C2C=CC=CC=2)C2C=CC=CC=2)(C2C=CC=CC=2)C2C=CC=CC=2)=CC=1. The product is [CH3:1][O:2][C:3](=[O:36])[NH:4][CH:5]([C:9]([N:11]1[CH2:15][CH2:14][CH2:13][CH:12]1[C:16]1[NH:17][C:18]([C:21]2[CH:22]=[CH:23][C:24]([C:41]3[CH:42]=[CH:43][C:38]([Br:37])=[CH:39][CH:40]=3)=[CH:25][CH:26]=2)=[CH:19][N:20]=1)=[O:10])[CH:6]([CH3:7])[CH3:8]. The yield is 0.530. (7) The reactants are [N+:1]([C:4]1[CH:10]=[CH:9][C:7]([NH2:8])=[CH:6][CH:5]=1)([O-:3])=[O:2].[CH3:11][O:12][C:13]([C:15]#[C:16][C:17]([O:19][CH3:20])=[O:18])=[O:14]. The catalyst is CO. The product is [N+:1]([C:4]1[CH:10]=[CH:9][C:7]([NH:8][C:15](=[CH:16][C:17]([O:19][CH3:20])=[O:18])[C:13]([O:12][CH3:11])=[O:14])=[CH:6][CH:5]=1)([O-:3])=[O:2]. The yield is 0.460.